From a dataset of Forward reaction prediction with 1.9M reactions from USPTO patents (1976-2016). Predict the product of the given reaction. The product is: [C:27]([O:26][C:24]([N:18]1[CH2:23][CH2:22][N:21]([C:14]2[CH:15]=[CH:16][C:11]([C:8]3([C:6]([O:5][C:1]([CH3:4])([CH3:3])[CH3:2])=[O:7])[CH2:10][CH2:9]3)=[CH:12][CH:13]=2)[CH2:20][CH2:19]1)=[O:25])([CH3:30])([CH3:28])[CH3:29]. Given the reactants [C:1]([O:5][C:6]([C:8]1([C:11]2[CH:16]=[CH:15][C:14](Br)=[CH:13][CH:12]=2)[CH2:10][CH2:9]1)=[O:7])([CH3:4])([CH3:3])[CH3:2].[N:18]1([C:24]([O:26][C:27]([CH3:30])([CH3:29])[CH3:28])=[O:25])[CH2:23][CH2:22][NH:21][CH2:20][CH2:19]1.CCC([O-])(C)C.[Na+].ClCCl.C1(C)C=CC=CC=1, predict the reaction product.